Predict which catalyst facilitates the given reaction. From a dataset of Catalyst prediction with 721,799 reactions and 888 catalyst types from USPTO. (1) Reactant: C[O:2][C:3]1[CH:4]=[C:5]([C:9]2[O:13][C:12]([NH:14][C:15]3[CH:20]=[CH:19][C:18]([N:21]4[CH2:26][CH2:25][N:24]([CH3:27])[CH2:23][CH2:22]4)=[CH:17][CH:16]=3)=[N:11][CH:10]=2)[CH:6]=[CH:7][CH:8]=1.C(OCC)C. Product: [CH3:27][N:24]1[CH2:23][CH2:22][N:21]([C:18]2[CH:19]=[CH:20][C:15]([NH:14][C:12]3[O:13][C:9]([C:5]4[CH:4]=[C:3]([OH:2])[CH:8]=[CH:7][CH:6]=4)=[CH:10][N:11]=3)=[CH:16][CH:17]=2)[CH2:26][CH2:25]1. The catalyst class is: 19. (2) Reactant: [C:1]([O:5][C:6]([N:8]1[C:13](=[O:14])[CH:12]2[CH2:15][CH:9]1[CH:10]=[CH:11]2)=[O:7])([CH3:4])([CH3:3])[CH3:2].[H][H]. Product: [C:1]([O:5][C:6]([N:8]1[C:13](=[O:14])[CH:12]2[CH2:15][CH:9]1[CH2:10][CH2:11]2)=[O:7])([CH3:4])([CH3:2])[CH3:3]. The catalyst class is: 19.